Dataset: Catalyst prediction with 721,799 reactions and 888 catalyst types from USPTO. Task: Predict which catalyst facilitates the given reaction. (1) Reactant: [F:1][C:2]([F:8])([F:7])[S:3]([O-:6])(=[O:5])=[O:4].[CH3:9][N+:10]12[CH2:17][CH2:16][N:13]([CH2:14][CH2:15]1)[CH2:12][CH2:11]2.[F:18][C:19]([F:25])([F:24])[S:20]([O-:23])(=[O:22])=[O:21].[Na+].N#N. Product: [F:1][C:2]([F:8])([F:7])[S:3]([O-:6])(=[O:5])=[O:4].[F:18][C:19]([F:25])([F:24])[S:20]([O-:23])(=[O:22])=[O:21].[F:18][N+:13]12[CH2:16][CH2:17][N+:10]([CH3:9])([CH2:15][CH2:14]1)[CH2:11][CH2:12]2. The catalyst class is: 10. (2) Reactant: [C:1]([C:3](=[C:8](C(OC(F)(F)F)=O)[C:9]([F:12])([F:11])[F:10])[C:4]([O:6][CH3:7])=[O:5])#[N:2].C(Cl)(=O)C([Cl:23])=O.O. Product: [C:1]([C:3](=[C:8]([Cl:23])[C:9]([F:12])([F:11])[F:10])[C:4]([O:6][CH3:7])=[O:5])#[N:2]. The catalyst class is: 202. (3) Reactant: Cl[C:2]1[C:3]2[C:4](=[CH:15][N:16](CC3C=CC(OC)=CC=3)[N:17]=2)[N:5]=[C:6]([C:8]2[CH:13]=[CH:12][CH:11]=[CH:10][C:9]=2[F:14])[N:7]=1.[CH3:27][N:28]1[CH2:36][C:35]2[C:30](=[CH:31][CH:32]=[C:33]([NH2:37])[CH:34]=2)[CH2:29]1.Cl. Product: [F:14][C:9]1[CH:10]=[CH:11][CH:12]=[CH:13][C:8]=1[C:6]1[N:7]=[C:2]([NH:37][C:33]2[CH:34]=[C:35]3[C:30](=[CH:31][CH:32]=2)[CH2:29][N:28]([CH3:27])[CH2:36]3)[C:3]2[NH:17][N:16]=[CH:15][C:4]=2[N:5]=1. The catalyst class is: 71. (4) Reactant: [CH3:1][N:2]([CH2:4][CH:5]1[CH2:10][CH:9]([OH:11])[CH2:8][CH2:7][C:6]1([C:13]1[CH:22]=[CH:21][C:20]2[C:15](=[CH:16][CH:17]=[C:18]([O:23][CH3:24])[CH:19]=2)[CH:14]=1)[OH:12])[CH3:3].[C:25]([Cl:30])(=[O:29])[CH2:26][CH2:27][CH3:28].O. Product: [ClH:30].[CH3:3][N:2]([CH2:4][CH:5]1[C:6]([OH:12])([C:13]2[CH:22]=[CH:21][C:20]3[C:15](=[CH:16][CH:17]=[C:18]([O:23][CH3:24])[CH:19]=3)[CH:14]=2)[CH2:7][CH2:8][CH:9]([O:11][C:25](=[O:29])[CH2:26][CH2:27][CH3:28])[CH2:10]1)[CH3:1]. The catalyst class is: 1. (5) Reactant: [NH3:1].[CH2:2]([O:4][C:5]([C:7]1[C:8]2[S:16][CH:15]=[C:14]([CH2:17][O:18][C:19]3[CH:24]=[CH:23][CH:22]=[CH:21][CH:20]=3)[C:9]=2[C:10](Cl)=[N:11][CH:12]=1)=[O:6])[CH3:3]. Product: [CH2:2]([O:4][C:5]([C:7]1[C:8]2[S:16][CH:15]=[C:14]([CH2:17][O:18][C:19]3[CH:24]=[CH:23][CH:22]=[CH:21][CH:20]=3)[C:9]=2[C:10]([NH2:1])=[N:11][CH:12]=1)=[O:6])[CH3:3]. The catalyst class is: 12. (6) The catalyst class is: 4. Product: [Br:16][CH2:2][C:3]1[CH:4]=[C:5]([CH:8]=[C:9]([C:11]([F:14])([F:13])[F:12])[CH:10]=1)[C:6]#[N:7]. Reactant: O[CH2:2][C:3]1[CH:4]=[C:5]([CH:8]=[C:9]([C:11]([F:14])([F:13])[F:12])[CH:10]=1)[C:6]#[N:7].P(Br)(Br)[Br:16]. (7) Reactant: CS(C)=O.C(Cl)(=O)C(Cl)=O.[CH2:11]([N:18]([CH2:26][C:27]1[CH:32]=[CH:31][CH:30]=[CH:29][CH:28]=1)[C@H:19]1[CH2:24][CH2:23][C@H:22]([OH:25])[CH2:21][CH2:20]1)[C:12]1[CH:17]=[CH:16][CH:15]=[CH:14][CH:13]=1.C(N(CC)CC)C. Product: [CH2:26]([N:18]([CH2:11][C:12]1[CH:17]=[CH:16][CH:15]=[CH:14][CH:13]=1)[CH:19]1[CH2:20][CH2:21][C:22](=[O:25])[CH2:23][CH2:24]1)[C:27]1[CH:28]=[CH:29][CH:30]=[CH:31][CH:32]=1. The catalyst class is: 2. (8) Reactant: [Cl:1][C:2]1[C:3]([F:28])=[C:4]([CH:8]2[C:12]([C:15]3[CH:20]=[CH:19][C:18]([Cl:21])=[CH:17][C:16]=3[F:22])([C:13]#[N:14])[CH:11]([CH2:23][C:24]([CH3:27])([CH3:26])[CH3:25])[CH2:10][NH:9]2)[CH:5]=[CH:6][CH:7]=1.[N:29]([C:32]1[CH:41]=[CH:40][CH:39]=[CH:38][C:33]=1[C:34]([O:36][CH3:37])=[O:35])=[C:30]=[O:31]. Product: [CH3:37][O:36][C:34](=[O:35])[C:33]1[CH:38]=[CH:39][CH:40]=[CH:41][C:32]=1[NH:29][C:30]([N:9]1[CH2:10][C@@H:11]([CH2:23][C:24]([CH3:25])([CH3:27])[CH3:26])[C@@:12]([C:15]2[CH:20]=[CH:19][C:18]([Cl:21])=[CH:17][C:16]=2[F:22])([C:13]#[N:14])[C@H:8]1[C:4]1[CH:5]=[CH:6][CH:7]=[C:2]([Cl:1])[C:3]=1[F:28])=[O:31]. The catalyst class is: 2. (9) Reactant: O1CCOC[CH2:2]1.[Ca+2].C(=O)([O-])[O-].[F:12][C:13]1[C:14]([C:22](=[O:33])[C:23]2[CH:28]=[CH:27][C:26]([O:29][CH2:30][CH2:31]C)=[CH:25][CH:24]=2)=[C:15]([OH:21])[CH:16]=[C:17]([CH2:19][OH:20])[CH:18]=1. Product: [F:12][C:13]1[C:14]([C:22](=[O:33])[C:23]2[CH:28]=[CH:27][C:26]([O:29][CH:30]([CH3:31])[CH3:2])=[CH:25][CH:24]=2)=[C:15]([OH:21])[CH:16]=[C:17]([CH2:19][OH:20])[CH:18]=1. The catalyst class is: 6.